From a dataset of Forward reaction prediction with 1.9M reactions from USPTO patents (1976-2016). Predict the product of the given reaction. (1) Given the reactants [Br:1][CH2:2][CH2:3][CH2:4][O:5][C:6]1[CH:48]=[CH:47][C:9]([CH2:10][NH:11][C:12]2[N:17]=[C:16]([NH:18][C:19]3[CH:40]=[CH:39][C:22]([C:23]([NH:25][CH2:26][C:27]([CH3:38])([CH3:37])[CH2:28][NH:29]C(=O)OC(C)(C)C)=[O:24])=[CH:21][CH:20]=3)[CH:15]=[C:14]([O:41][CH2:42][C:43]([F:46])([F:45])[F:44])[N:13]=2)=[CH:8][CH:7]=1.[C:49]([OH:55])([C:51]([F:54])([F:53])[F:52])=[O:50].C(Cl)Cl, predict the reaction product. The product is: [C:49]([OH:55])([C:51]([F:54])([F:53])[F:52])=[O:50].[NH2:29][CH2:28][C:27]([CH3:38])([CH3:37])[CH2:26][NH:25][C:23](=[O:24])[C:22]1[CH:21]=[CH:20][C:19]([NH:18][C:16]2[CH:15]=[C:14]([O:41][CH2:42][C:43]([F:44])([F:46])[F:45])[N:13]=[C:12]([NH:11][CH2:10][C:9]3[CH:8]=[CH:7][C:6]([O:5][CH2:4][CH2:3][CH2:2][Br:1])=[CH:48][CH:47]=3)[N:17]=2)=[CH:40][CH:39]=1. (2) Given the reactants Cl.Cl.[F:3][C:4]1[CH:9]=[C:8]([C:10]#[N:11])[CH:7]=[CH:6][C:5]=1[C:12]1[CH:17]=[CH:16][C:15]([O:18][C:19]([F:22])([F:21])[F:20])=[C:14]([CH2:23][NH:24][C@H:25]2[CH2:30][CH2:29][NH:28][CH2:27][C@H:26]2[C:31]2[CH:36]=[CH:35][CH:34]=[CH:33][CH:32]=2)[CH:13]=1.[O:37]=[C:38]1[NH:43][C:42](=[O:44])[CH:41]=[CH:40][N:39]1[CH2:45][C:46](O)=[O:47], predict the reaction product. The product is: [O:37]=[C:38]1[NH:43][C:42](=[O:44])[CH:41]=[CH:40][N:39]1[CH2:45][C:46]([N:28]1[CH2:29][CH2:30][C@H:25]([NH:24][CH2:23][C:14]2[CH:13]=[C:12]([C:5]3[CH:6]=[CH:7][C:8]([C:10]#[N:11])=[CH:9][C:4]=3[F:3])[CH:17]=[CH:16][C:15]=2[O:18][C:19]([F:21])([F:22])[F:20])[C@H:26]([C:31]2[CH:32]=[CH:33][CH:34]=[CH:35][CH:36]=2)[CH2:27]1)=[O:47]. (3) Given the reactants [C:1]([O:5][C:6]([N:8]1[C:16]2[C:11](=[CH:12][CH:13]=[C:14]([O:17][CH2:18][CH2:19][CH2:20]Br)[CH:15]=2)[CH:10]=[C:9]1[C:22]1[C:23]2[S:36][C:35]([C:37]3[CH:42]=[CH:41][CH:40]=[CH:39][CH:38]=3)=[CH:34][C:24]=2[N:25]([C:27]([O:29][C:30]([CH3:33])([CH3:32])[CH3:31])=[O:28])[N:26]=1)=[O:7])([CH3:4])([CH3:3])[CH3:2].[NH:43]1[CH2:48][CH2:47][CH2:46][CH2:45][CH2:44]1.C(=O)([O-])[O-].[K+].[K+].[I-].[K+], predict the reaction product. The product is: [C:1]([O:5][C:6]([N:8]1[C:16]2[C:11](=[CH:12][CH:13]=[C:14]([O:17][CH2:18][CH2:19][CH2:20][N:43]3[CH2:48][CH2:47][CH2:46][CH2:45][CH2:44]3)[CH:15]=2)[CH:10]=[C:9]1[C:22]1[C:23]2[S:36][C:35]([C:37]3[CH:42]=[CH:41][CH:40]=[CH:39][CH:38]=3)=[CH:34][C:24]=2[N:25]([C:27]([O:29][C:30]([CH3:33])([CH3:32])[CH3:31])=[O:28])[N:26]=1)=[O:7])([CH3:4])([CH3:3])[CH3:2]. (4) Given the reactants [NH2:1][C@:2]12[CH2:45][CH2:44][C@@H:43]([C:46]([CH3:48])=[CH2:47])[C@@H:3]1[C@@H:4]1[C@@:17]([CH3:20])([CH2:18][CH2:19]2)[C@@:16]2([CH3:21])[C@@H:7]([C@:8]3([CH3:42])[C@@H:13]([CH2:14][CH2:15]2)[C:12]([CH3:23])([CH3:22])[C:11]([C:24]2[CH2:29][CH2:28][C@@:27]([CH2:40][F:41])([C:30]([O:32][CH2:33][C:34]4[CH:39]=[CH:38][CH:37]=[CH:36][CH:35]=4)=[O:31])[CH2:26][CH:25]=2)=[CH:10][CH2:9]3)[CH2:6][CH2:5]1.[CH2:49]([C:51]([OH:57])([CH2:55][CH3:56])[CH2:52][CH:53]=O)[CH3:50].C(O[BH-](OC(=O)C)OC(=O)C)(=O)C.[Na+], predict the reaction product. The product is: [CH2:49]([C:51]([OH:57])([CH2:55][CH3:56])[CH2:52][CH2:53][NH:1][C@:2]12[CH2:45][CH2:44][C@@H:43]([C:46]([CH3:48])=[CH2:47])[C@@H:3]1[C@@H:4]1[C@@:17]([CH3:20])([CH2:18][CH2:19]2)[C@@:16]2([CH3:21])[C@@H:7]([C@:8]3([CH3:42])[C@@H:13]([CH2:14][CH2:15]2)[C:12]([CH3:22])([CH3:23])[C:11]([C:24]2[CH2:29][CH2:28][C@@:27]([CH2:40][F:41])([C:30]([O:32][CH2:33][C:34]4[CH:35]=[CH:36][CH:37]=[CH:38][CH:39]=4)=[O:31])[CH2:26][CH:25]=2)=[CH:10][CH2:9]3)[CH2:6][CH2:5]1)[CH3:50]. (5) Given the reactants [CH2:1]([O:8][C:9]([NH:11][CH:12]1[CH:17](O)[CH2:16][CH2:15][CH:14]([C:19]([O:21][CH2:22][CH3:23])=[O:20])[CH2:13]1)=[O:10])[C:2]1[CH:7]=[CH:6][CH:5]=[CH:4][CH:3]=1.C(N(CC)CC)C.CS(Cl)(=O)=O.[N-:36]=[N+:37]=[N-:38].[Na+], predict the reaction product. The product is: [N:36]([CH:17]1[CH2:16][CH2:15][CH:14]([C:19]([O:21][CH2:22][CH3:23])=[O:20])[CH2:13][CH:12]1[NH:11][C:9]([O:8][CH2:1][C:2]1[CH:7]=[CH:6][CH:5]=[CH:4][CH:3]=1)=[O:10])=[N+:37]=[N-:38]. (6) Given the reactants Br[C:2]1[N:7]=[CH:6][C:5]2[C:8]([C:15]([NH:17][CH:18]3[CH2:23][CH2:22][O:21][CH2:20][CH2:19]3)=[O:16])=[CH:9][N:10]([CH:11]([CH2:13][CH3:14])[CH3:12])[C:4]=2[CH:3]=1.[NH2:24][C:25]1[CH:30]=[CH:29][N:28]=[C:27]([N:31]2[CH2:36][CH2:35][C:34]([CH3:38])([OH:37])[CH2:33][CH2:32]2)[N:26]=1.CC(C)([O-])C.[Na+], predict the reaction product. The product is: [CH:11]([N:10]1[C:4]2[CH:3]=[C:2]([NH:24][C:25]3[CH:30]=[CH:29][N:28]=[C:27]([N:31]4[CH2:32][CH2:33][C:34]([OH:37])([CH3:38])[CH2:35][CH2:36]4)[N:26]=3)[N:7]=[CH:6][C:5]=2[C:8]([C:15]([NH:17][CH:18]2[CH2:23][CH2:22][O:21][CH2:20][CH2:19]2)=[O:16])=[CH:9]1)([CH2:13][CH3:14])[CH3:12].